This data is from Reaction yield outcomes from USPTO patents with 853,638 reactions. The task is: Predict the reaction yield, written as a fraction of the theoretical maximum amount of product (1.0 means a 100% yield; for example, 0.34 means a 34% yield). (1) The reactants are [CH3:1][N:2]1[CH:6]=[CH:5][C:4]([C:7]([OH:9])=O)=[N:3]1.CN(C)C=O.C(Cl)(=O)C(Cl)=O.[NH2:21][C:22]1[CH:23]=[C:24]([CH:41]=[CH:42][C:43]=1[F:44])[O:25][C:26]1[CH:27]=[CH:28][C:29]2[N:30]([CH:32]=[C:33]([NH:35][C:36]([CH:38]3[CH2:40][CH2:39]3)=[O:37])[N:34]=2)[N:31]=1.C(=O)([O-])O.[Na+]. The catalyst is O1CCCC1.CN(C)C(=O)C. The product is [CH:38]1([C:36]([NH:35][C:33]2[N:34]=[C:29]3[CH:28]=[CH:27][C:26]([O:25][C:24]4[CH:41]=[CH:42][C:43]([F:44])=[C:22]([NH:21][C:7]([C:4]5[CH:5]=[CH:6][N:2]([CH3:1])[N:3]=5)=[O:9])[CH:23]=4)=[N:31][N:30]3[CH:32]=2)=[O:37])[CH2:39][CH2:40]1. The yield is 0.540. (2) The reactants are [F:1][C:2]1[CH:7]=[CH:6][C:5]([C@H:8]2[CH2:12][O:11][C:10](=[O:13])[N:9]2[C:14]2[CH:19]=[CH:18][N:17]3[N:20]=[CH:21][C:22]([C:23]4[CH:35]=[CH:34][C:26]([C:27]([O:29]C(C)(C)C)=[O:28])=[CH:25][CH:24]=4)=[C:16]3[N:15]=2)=[CH:4][CH:3]=1.FC(F)(F)C(O)=O. The catalyst is C(Cl)Cl. The product is [F:1][C:2]1[CH:7]=[CH:6][C:5]([C@H:8]2[CH2:12][O:11][C:10](=[O:13])[N:9]2[C:14]2[CH:19]=[CH:18][N:17]3[N:20]=[CH:21][C:22]([C:23]4[CH:35]=[CH:34][C:26]([C:27]([OH:29])=[O:28])=[CH:25][CH:24]=4)=[C:16]3[N:15]=2)=[CH:4][CH:3]=1. The yield is 0.620. (3) The reactants are II.[C:3]([OH:6])(=[O:5])[CH3:4].C(O)(=O)C.[OH:11][C@H:12]1[CH2:29][CH2:28][C@:27]2([CH3:30])[C@H:14]([CH2:15][CH2:16][C@H:17]3[C@H:26]2[CH2:25][CH2:24][C@:22]2([CH3:23])[C@@H:18]3[CH2:19][C:20](=[O:32])[C@H:21]2O)[CH2:13]1.C([O-])([O-])=O.[Na+].[Na+]. The catalyst is C1COCC1.C1COCC1.CO. The product is [C:3]([OH:6])(=[O:5])[CH3:4].[OH:11][C@H:12]1[CH2:29][CH2:28][C@:27]2([CH3:30])[C@H:14]([CH2:15][CH2:16][C@H:17]3[C@H:26]2[CH2:25][CH2:24][C@:22]2([CH3:23])[C@@H:18]3[CH2:19][C:20](=[O:32])[CH2:21]2)[CH2:13]1. The yield is 0.510. (4) The reactants are [C:1](Cl)(Cl)=[O:2].[OH:5][C:6]1[N:11]=[CH:10][C:9]([N:12]2[C:17](=[O:18])[CH2:16][C:15]([CH3:20])([CH3:19])[CH2:14][C:13]2=[O:21])=[CH:8][CH:7]=1.C(N(CC)C(C)C)(C)C.Cl.[CH3:32][O:33][C:34]1[CH:35]=[C:36]2[C:41](=[CH:42][C:43]=1[O:44][CH3:45])[CH2:40][NH:39][CH2:38][CH2:37]2.N12CCN(CC1)CC2. The catalyst is ClCCl. The product is [CH3:20][C:15]1([CH3:19])[CH2:16][C:17](=[O:18])[N:12]([C:9]2[CH:10]=[N:11][C:6]([O:5][C:1]([N:39]3[CH2:38][CH2:37][C:36]4[C:41](=[CH:42][C:43]([O:44][CH3:45])=[C:34]([O:33][CH3:32])[CH:35]=4)[CH2:40]3)=[O:2])=[CH:7][CH:8]=2)[C:13](=[O:21])[CH2:14]1. The yield is 0.0240. (5) The reactants are [F:1][CH2:2][CH2:3][O:4][C:5]1[CH:10]=[CH:9][CH:8]=[CH:7][C:6]=1[C:11](=O)[CH3:12].[NH2:14][C:15]1[S:16]/[C:17](=[CH:21]\[C:22]2[CH:27]=[C:26]([O:28][CH3:29])[C:25]([OH:30])=[C:24]([Cl:31])[CH:23]=2)/[C:18](=[O:20])[N:19]=1. No catalyst specified. The product is [Cl:31][C:24]1[CH:23]=[C:22](/[CH:21]=[C:17]2/[C:18](=[O:20])[N:19]3[CH:12]=[C:11]([C:6]4[CH:7]=[CH:8][CH:9]=[CH:10][C:5]=4[O:4][CH2:3][CH2:2][F:1])[N:14]=[C:15]3[S:16]/2)[CH:27]=[C:26]([O:28][CH3:29])[C:25]=1[OH:30]. The yield is 0.270. (6) The product is [C:27]([C:31]1[O:35][N:34]=[C:33]([NH:36][C:37]([NH:1][C:2]2[CH:3]=[CH:4][C:5]([C:8]3[N:9]=[C:10]4[N:14]([CH:15]=3)[C:13]3[CH:16]=[CH:17][C:18]([CH2:20][CH2:21][C:22]([O:24][CH2:25][CH3:26])=[O:23])=[CH:19][C:12]=3[S:11]4)=[CH:6][CH:7]=2)=[O:38])[CH:32]=1)([CH3:30])([CH3:28])[CH3:29]. The reactants are [NH2:1][C:2]1[CH:7]=[CH:6][C:5]([C:8]2[N:9]=[C:10]3[N:14]([CH:15]=2)[C:13]2[CH:16]=[CH:17][C:18]([CH2:20][CH2:21][C:22]([O:24][CH2:25][CH3:26])=[O:23])=[CH:19][C:12]=2[S:11]3)=[CH:4][CH:3]=1.[C:27]([C:31]1[O:35][N:34]=[C:33]([N:36]=[C:37]=[O:38])[CH:32]=1)([CH3:30])([CH3:29])[CH3:28]. The catalyst is C1(C)C=CC=CC=1. The yield is 0.910.